Dataset: Catalyst prediction with 721,799 reactions and 888 catalyst types from USPTO. Task: Predict which catalyst facilitates the given reaction. (1) Reactant: [CH3:1][C:2]1([CH3:26])[CH2:6][C:5]2[CH:7]=[CH:8][CH:9]=[C:10]([CH2:11][NH:12][C:13]3[CH:18]=[CH:17][CH:16]=[CH:15][C:14]=3[O:19][C:20]3[CH:25]=[CH:24][CH:23]=[CH:22][CH:21]=3)[C:4]=2[O:3]1.C(N(CC)CC)C.[Br:34][CH2:35][C:36](Cl)=[O:37]. Product: [Br:34][CH2:35][C:36]([N:12]([CH2:11][C:10]1[C:4]2[O:3][C:2]([CH3:26])([CH3:1])[CH2:6][C:5]=2[CH:7]=[CH:8][CH:9]=1)[C:13]1[CH:18]=[CH:17][CH:16]=[CH:15][C:14]=1[O:19][C:20]1[CH:25]=[CH:24][CH:23]=[CH:22][CH:21]=1)=[O:37]. The catalyst class is: 2. (2) Reactant: [N:1]1[C:9]([NH2:10])=[C:8]2[C:4]([N:5]=[CH:6][NH:7]2)=[N:3][CH:2]=1.[CH3:11]CCC[N+](CCCC)(CCCC)CCCC.[F-].CI. Product: [CH3:11][N:5]1[CH:6]=[N:7][C:8]2[C:4]1=[N:3][CH:2]=[N:1][C:9]=2[NH2:10]. The catalyst class is: 7. (3) Reactant: [CH3:1][S:2]([C:5]1[N:10]=[CH:9][C:8]([NH2:11])=[CH:7][CH:6]=1)(=[O:4])=[O:3].[N:12]([O-])=O.[Na+].[Sn](Cl)[Cl:17]. Product: [ClH:17].[CH3:1][S:2]([C:5]1[N:10]=[CH:9][C:8]([NH:11][NH2:12])=[CH:7][CH:6]=1)(=[O:4])=[O:3]. The catalyst class is: 126. (4) Reactant: [C:1]([N:5]([CH:32]1[CH2:37][CH2:36][CH2:35][CH2:34][CH2:33]1)[CH2:6][CH2:7][N:8]([CH2:19][CH2:20][C:21]1[C:29]2[S:28][C:27](=[O:30])[NH:26][C:25]=2[C:24]([OH:31])=[CH:23][CH:22]=1)[C:9](=[O:18])[O:10][CH2:11][C:12]1[CH:17]=[CH:16][CH:15]=[CH:14][CH:13]=1)(=[O:4])[CH:2]=[CH2:3].C(N(CC)CC)C.Cl.[F:46][C:47]1[CH:48]=[C:49]([CH:53]=[C:54]([F:56])[CH:55]=1)[CH2:50][CH2:51][NH2:52]. Product: [CH:32]1([N:5]([C:1](=[O:4])[CH2:2][CH2:3][NH:52][CH2:51][CH2:50][C:49]2[CH:53]=[C:54]([F:56])[CH:55]=[C:47]([F:46])[CH:48]=2)[CH2:6][CH2:7][N:8]([CH2:19][CH2:20][C:21]2[C:29]3[S:28][C:27](=[O:30])[NH:26][C:25]=3[C:24]([OH:31])=[CH:23][CH:22]=2)[C:9](=[O:18])[O:10][CH2:11][C:12]2[CH:13]=[CH:14][CH:15]=[CH:16][CH:17]=2)[CH2:33][CH2:34][CH2:35][CH2:36][CH2:37]1. The catalyst class is: 8. (5) Reactant: [CH3:1][O:2][C:3]1[CH:4]=[C:5]([CH2:11][S:12]([O-:15])(=O)=[O:13])[CH:6]=[C:7]([O:9][CH3:10])[CH:8]=1.[Na+].C(Cl)(=O)C([Cl:20])=O. Product: [CH3:1][O:2][C:3]1[CH:4]=[C:5]([CH2:11][S:12]([Cl:20])(=[O:15])=[O:13])[CH:6]=[C:7]([O:9][CH3:10])[CH:8]=1. The catalyst class is: 59.